From a dataset of Catalyst prediction with 721,799 reactions and 888 catalyst types from USPTO. Predict which catalyst facilitates the given reaction. (1) Reactant: [Cl:1][C:2]1[C:10]2[C:5](=[CH:6][C:7]([S:11]([N:14]3[CH2:19][C:18](=[O:20])[N:17]([CH2:21][CH:22]4[CH2:27][CH2:26][N:25]([C:28]5[CH:33]=[CH:32][C:31](=[O:34])[N:30]([CH3:35])[N:29]=5)[CH2:24][CH2:23]4)[CH:16]([C:36](O)=[O:37])[CH2:15]3)(=[O:13])=[O:12])=[CH:8][CH:9]=2)[NH:4][CH:3]=1.[CH:39]([N:42](C(C)C)CC)([CH3:41])[CH3:40].F[B-](F)(F)F.N1(OC(N(C)C)=[N+](C)C)C2C=CC=CC=2N=N1.C(NC(C)C)(C)C.C(N)(C)C. Product: [CH:39]([NH:42][C:36]([CH:16]1[CH2:15][N:14]([S:11]([C:7]2[CH:6]=[C:5]3[C:10]([C:2]([Cl:1])=[CH:3][NH:4]3)=[CH:9][CH:8]=2)(=[O:13])=[O:12])[CH2:19][C:18](=[O:20])[N:17]1[CH2:21][CH:22]1[CH2:23][CH2:24][N:25]([C:28]2[CH:33]=[CH:32][C:31](=[O:34])[N:30]([CH3:35])[N:29]=2)[CH2:26][CH2:27]1)=[O:37])([CH3:41])[CH3:40]. The catalyst class is: 9. (2) Reactant: [NH:1]1[C:6]2[CH:7]=[CH:8][CH:9]=[CH:10][C:5]=2[C:4](=[O:11])[O:3][C:2]1=[O:12].[H-].[Na+].I[CH2:16][CH2:17][CH2:18][CH2:19][CH3:20].C(OCC)(=O)C. Product: [CH2:16]([N:1]1[C:6]2[CH:7]=[CH:8][CH:9]=[CH:10][C:5]=2[C:4](=[O:11])[O:3][C:2]1=[O:12])[CH2:17][CH2:18][CH2:19][CH3:20]. The catalyst class is: 9. (3) Reactant: ClC1C=CC(C([N:8]2[C:16]3[C:11](=[CH:12][C:13]([O:17][CH3:18])=[CH:14][CH:15]=3)[C:10]([CH2:19][C:20]([NH2:22])=[O:21])=[C:9]2[CH3:23])=O)=CC=1.[OH-].[Na+].Cl. Product: [CH3:18][O:17][C:13]1[CH:12]=[C:11]2[C:16](=[CH:15][CH:14]=1)[NH:8][C:9]([CH3:23])=[C:10]2[CH2:19][C:20]([NH2:22])=[O:21]. The catalyst class is: 3.